Predict which catalyst facilitates the given reaction. From a dataset of Catalyst prediction with 721,799 reactions and 888 catalyst types from USPTO. (1) The catalyst class is: 27. Product: [F:1][C:2]1([F:13])[CH2:7][CH2:6][CH:5]([CH2:8][OH:9])[CH2:4][CH2:3]1. Reactant: [F:1][C:2]1([F:13])[CH2:7][CH2:6][CH:5]([C:8](OCC)=[O:9])[CH2:4][CH2:3]1.[H-].[Al+3].[Li+].[H-].[H-].[H-]. (2) Reactant: C1C=CC2N(O)N=NC=2C=1.Cl.Cl.[CH:13]1([CH2:16][N:17]2[CH2:23][CH2:22][CH2:21][NH:20][CH2:19][CH2:18]2)[CH2:15][CH2:14]1.[C:24]([O:28][C:29]([N:31]1[CH2:35][CH2:34][C@H:33]([C:36](O)=[O:37])[CH2:32]1)=[O:30])([CH3:27])([CH3:26])[CH3:25].C(N(C(C)C)CC)(C)C. Product: [CH:13]1([CH2:16][N:17]2[CH2:23][CH2:22][CH2:21][N:20]([C:36]([C@H:33]3[CH2:34][CH2:35][N:31]([C:29]([O:28][C:24]([CH3:27])([CH3:26])[CH3:25])=[O:30])[CH2:32]3)=[O:37])[CH2:19][CH2:18]2)[CH2:14][CH2:15]1. The catalyst class is: 607. (3) Reactant: C([O-])([O-])=O.[Cs+].[Cs+].[O:7]1[CH2:11][CH:10]([OH:12])[CH:9]([OH:13])[CH2:8]1.[C:14]1([C:37]2[CH:42]=[CH:41][CH:40]=[CH:39][CH:38]=2)[CH:19]=[CH:18][C:17]([C:20]2[N:25]=[C:24]3[N:26]=[C:27](S(C)(=O)=O)[N:28]([CH2:29][CH:30]=[CH2:31])[C:23]3=[CH:22][C:21]=2[Cl:36])=[CH:16][CH:15]=1.O. Product: [C:14]1([C:37]2[CH:38]=[CH:39][CH:40]=[CH:41][CH:42]=2)[CH:19]=[CH:18][C:17]([C:20]2[N:25]=[C:24]3[N:26]=[C:27]([O:12][CH:10]4[CH2:11][O:7][CH2:8][CH:9]4[OH:13])[N:28]([CH2:29][CH:30]=[CH2:31])[C:23]3=[CH:22][C:21]=2[Cl:36])=[CH:16][CH:15]=1. The catalyst class is: 3.